From a dataset of Catalyst prediction with 721,799 reactions and 888 catalyst types from USPTO. Predict which catalyst facilitates the given reaction. (1) Reactant: [C:1]([OH:12])(=[O:11])[C:2]1[C:3](=[CH:7][CH:8]=[CH:9][CH:10]=1)[C:4]([OH:6])=[O:5].[OH-].[K+]. Product: [CH2:1]([C:10]1[CH:9]=[CH:8][CH:7]=[C:3]([C:4]([OH:6])=[O:5])[C:2]=1[C:1]([OH:12])=[O:11])[CH:2]([CH3:3])[CH3:10]. The catalyst class is: 619. (2) Reactant: Br[C:2]1[CH:3]=[C:4]2[C:9](=[CH:10][CH:11]=1)[C:8]([NH:12][C:13]1[CH:18]=[CH:17][C:16]([C:19]([CH3:22])([CH3:21])[CH3:20])=[CH:15][CH:14]=1)=[N:7][N:6]=[CH:5]2.[F:23][C:24]([F:35])([F:34])[C:25]1[CH:30]=[CH:29][CH:28]=[CH:27][C:26]=1B(O)O.C([O-])([O-])=O.[Na+].[Na+]. Product: [C:19]([C:16]1[CH:17]=[CH:18][C:13]([NH:12][C:8]2[C:9]3[C:4](=[CH:3][C:2]([C:26]4[CH:27]=[CH:28][CH:29]=[CH:30][C:25]=4[C:24]([F:35])([F:34])[F:23])=[CH:11][CH:10]=3)[CH:5]=[N:6][N:7]=2)=[CH:14][CH:15]=1)([CH3:22])([CH3:21])[CH3:20]. The catalyst class is: 108.